Dataset: Forward reaction prediction with 1.9M reactions from USPTO patents (1976-2016). Task: Predict the product of the given reaction. Given the reactants Cl[C:2]1[C:7]([C:8]#[N:9])=[C:6]([Cl:10])[N:5]=[C:4]([S:11][CH3:12])[N:3]=1.[NH2:13][C:14]1[CH:15]=[C:16]([CH:21]=[CH:22][C:23]=1[CH3:24])[C:17]([NH:19][CH3:20])=[O:18].CCN(C(C)C)C(C)C, predict the reaction product. The product is: [Cl:10][C:6]1[N:5]=[C:4]([S:11][CH3:12])[N:3]=[C:2]([NH:13][C:14]2[CH:15]=[C:16]([CH:21]=[CH:22][C:23]=2[CH3:24])[C:17]([NH:19][CH3:20])=[O:18])[C:7]=1[C:8]#[N:9].